This data is from TCR-epitope binding with 47,182 pairs between 192 epitopes and 23,139 TCRs. The task is: Binary Classification. Given a T-cell receptor sequence (or CDR3 region) and an epitope sequence, predict whether binding occurs between them. (1) The epitope is RLRAEAQVK. The TCR CDR3 sequence is CASSEPPQGRNTEAFF. Result: 1 (the TCR binds to the epitope). (2) The epitope is TPQDLNTML. The TCR CDR3 sequence is CASSYGGTGPEGSSYEQYF. Result: 1 (the TCR binds to the epitope). (3) The epitope is HTTDPSFLGRY. The TCR CDR3 sequence is CASRTPENTEAFF. Result: 1 (the TCR binds to the epitope). (4) The epitope is SGPLKAEIAQRLED. The TCR CDR3 sequence is CASRDSSYEQYF. Result: 0 (the TCR does not bind to the epitope).